Dataset: Forward reaction prediction with 1.9M reactions from USPTO patents (1976-2016). Task: Predict the product of the given reaction. (1) Given the reactants [CH2:1]([NH:8][C:9]([C:11]1[CH:16]=[CH:15][C:14]([C@@H:17]2[CH2:19][C@H:18]2[NH:20]C(=O)OC(C)(C)C)=[CH:13][CH:12]=1)=[O:10])[C:2]1[CH:7]=[CH:6][CH:5]=[CH:4][CH:3]=1.[ClH:28].C(OCC)(=O)C, predict the reaction product. The product is: [ClH:28].[NH2:20][C@@H:18]1[CH2:19][C@H:17]1[C:14]1[CH:15]=[CH:16][C:11]([C:9]([NH:8][CH2:1][C:2]2[CH:3]=[CH:4][CH:5]=[CH:6][CH:7]=2)=[O:10])=[CH:12][CH:13]=1. (2) Given the reactants Cl[C:2]1[CH:7]=[C:6]([N+:8]([O-:10])=[O:9])[CH:5]=[CH:4][N:3]=1.[NH:11]1[CH2:15][CH2:14][CH2:13][CH2:12]1, predict the reaction product. The product is: [N+:8]([C:6]1[CH:5]=[CH:4][N:3]=[C:2]([N:11]2[CH2:15][CH2:14][CH2:13][CH2:12]2)[CH:7]=1)([O-:10])=[O:9]. (3) Given the reactants [C:1]([C:3]1[CH:8]=[CH:7][C:6]([C:9]2[C:14]([C:15]([F:18])([F:17])[F:16])=[CH:13][C:12]([F:19])=[C:11]([CH2:20][O:21][C:22]3[N:27]=[CH:26][C:25]4[C@@H:28]5[C@@H:31]([C:32]([O:34][CH2:35][CH3:36])=[O:33])[C@@H:29]5[CH2:30][C:24]=4[CH:23]=3)[CH:10]=2)=[C:5]([F:37])[CH:4]=1)#[N:2].[N:38]([Sn](C)(C)C)=[N+:39]=[N-:40], predict the reaction product. The product is: [F:37][C:5]1[CH:4]=[C:3]([C:1]2[NH:40][N:39]=[N:38][N:2]=2)[CH:8]=[CH:7][C:6]=1[C:9]1[C:14]([C:15]([F:18])([F:16])[F:17])=[CH:13][C:12]([F:19])=[C:11]([CH2:20][O:21][C:22]2[N:27]=[CH:26][C:25]3[C@@H:28]4[C@@H:31]([C:32]([O:34][CH2:35][CH3:36])=[O:33])[C@@H:29]4[CH2:30][C:24]=3[CH:23]=2)[CH:10]=1. (4) Given the reactants [CH3:1][C@H:2]1[NH:7][CH2:6][CH2:5][N:4]([C:8]2[CH:13]=[CH:12][CH:11]=[CH:10][N:9]=2)[CH2:3]1.Cl[CH2:15][C:16]1[NH:20][C:19]2[CH:21]=[CH:22][CH:23]=[CH:24][C:18]=2[N:17]=1.C(=O)([O-])[O-].[Cs+].[Cs+], predict the reaction product. The product is: [CH3:1][C@@H:2]1[CH2:3][N:4]([C:8]2[CH:13]=[CH:12][CH:11]=[CH:10][N:9]=2)[CH2:5][CH2:6][N:7]1[CH2:15][C:16]1[NH:20][C:19]2[CH:21]=[CH:22][CH:23]=[CH:24][C:18]=2[N:17]=1.